From a dataset of Reaction yield outcomes from USPTO patents with 853,638 reactions. Predict the reaction yield, written as a fraction of the theoretical maximum amount of product (1.0 means a 100% yield; for example, 0.34 means a 34% yield). (1) The reactants are [Cl:1][C:2]1[CH:3]=[C:4]([CH:7]=[CH:8][C:9]=1[CH3:10])[C:5]#[N:6].C1C(=O)N([Br:18])C(=O)C1. The catalyst is C(Cl)(Cl)(Cl)Cl.N(C(C)(C)C#N)=NC(C)(C)C#N. The product is [Br:18][CH2:10][C:9]1[CH:8]=[CH:7][C:4]([C:5]#[N:6])=[CH:3][C:2]=1[Cl:1]. The yield is 0.680. (2) The reactants are [Cl:1][C:2]1[CH:11]=[CH:10][C:9]2[CH2:8][CH2:7][N:6]([C:12]([O:14][C:15]([CH3:18])([CH3:17])[CH3:16])=[O:13])[CH:5]([C:19]3[CH:23]=[C:22]([CH:24]4OCC[O:25]4)[S:21][C:20]=3[Cl:29])[C:4]=2[N:3]=1.Cl.O. The catalyst is CC(C)=O. The product is [Cl:1][C:2]1[CH:11]=[CH:10][C:9]2[CH2:8][CH2:7][N:6]([C:12]([O:14][C:15]([CH3:18])([CH3:17])[CH3:16])=[O:13])[CH:5]([C:19]3[CH:23]=[C:22]([CH:24]=[O:25])[S:21][C:20]=3[Cl:29])[C:4]=2[N:3]=1. The yield is 0.970. (3) The reactants are F[P-](F)(F)(F)(F)F.N1(O[P+](N(C)C)(N(C)C)N(C)C)C2C=CC=CC=2N=N1.[Br:28][C:29]1[CH:34]=[C:33]([CH3:35])[C:32]([CH2:36]/[CH:37]=[CH:38]/[C:39]([OH:41])=O)=[C:31]([CH3:42])[CH:30]=1.[NH2:43][C:44]1[CH:45]=[C:46]([C@H:50]([NH:57][C:58]([O:60][CH2:61][C:62]2[CH:67]=[CH:66][CH:65]=[CH:64][CH:63]=2)=[O:59])[CH2:51][C:52]([O:54][CH2:55][CH3:56])=[O:53])[CH:47]=[CH:48][CH:49]=1.C(N(CC)CC)C. The catalyst is C(#N)C. The yield is 0.540. The product is [CH2:61]([O:60][C:58]([NH:57][C@@H:50]([C:46]1[CH:47]=[CH:48][CH:49]=[C:44]([NH:43][C:39](=[O:41])/[CH:38]=[CH:37]/[CH2:36][C:32]2[C:31]([CH3:42])=[CH:30][C:29]([Br:28])=[CH:34][C:33]=2[CH3:35])[CH:45]=1)[CH2:51][C:52]([O:54][CH2:55][CH3:56])=[O:53])=[O:59])[C:62]1[CH:63]=[CH:64][CH:65]=[CH:66][CH:67]=1. (4) The reactants are C([Li])CCC.I[C:7]1[C:15]2[CH:14]=[N:13][CH:12]=[N:11][C:10]=2[N:9]([CH:16]([CH3:18])[CH3:17])[CH:8]=1.[Br:19][C:20]1[CH:25]=[CH:24][N:23]=[C:22]([C:26](N(OC)C)=[O:27])[CH:21]=1.[NH4+].[Cl-]. The catalyst is C(OCC)C. The product is [Br:19][C:20]1[CH:25]=[CH:24][N:23]=[C:22]([C:26]([C:7]2[C:15]3[CH:14]=[N:13][CH:12]=[N:11][C:10]=3[N:9]([CH:16]([CH3:18])[CH3:17])[CH:8]=2)=[O:27])[CH:21]=1. The yield is 0.267. (5) The catalyst is C(Cl)Cl. The product is [CH2:37]([O:36][C:35](=[O:39])[NH:1][C:2]1[CH:3]=[CH:4][C:5]2[C:6]3[C:11](=[C:10]([C:19](=[O:20])[NH2:21])[CH:9]=[C:8]([C:22]4[C:23]([CH3:28])=[N:24][O:25][C:26]=4[CH3:27])[CH:7]=3)[N:12]([CH2:15][CH:16]3[CH2:18][CH2:17]3)[C:13]=2[CH:14]=1)[CH3:38]. The reactants are [NH2:1][C:2]1[CH:14]=[C:13]2[C:5]([C:6]3[CH:7]=[C:8]([C:22]4[C:23]([CH3:28])=[N:24][O:25][C:26]=4[CH3:27])[CH:9]=[C:10]([C:19]([NH2:21])=[O:20])[C:11]=3[N:12]2[CH2:15][CH:16]2[CH2:18][CH2:17]2)=[CH:4][CH:3]=1.N1C=CC=CC=1.[C:35](Cl)(=[O:39])[O:36][CH2:37][CH3:38]. The yield is 0.190. (6) The reactants are CS([O:5][CH2:6][CH2:7][N:8]1[CH2:13][CH2:12][O:11][CH2:10][CH2:9]1)(=O)=O.[F:14][C:15]1[CH:16]=[CH:17][C:18]([N+:22]([O-:24])=[O:23])=[C:19](O)[CH:20]=1.C(=O)([O-])[O-].[Cs+].[Cs+].CC(N(C)C)=O. The catalyst is C(OCC)(=O)C. The product is [F:14][C:15]1[CH:20]=[CH:19][C:18]([N+:22]([O-:24])=[O:23])=[C:17]([CH:16]=1)[O:5][CH2:6][CH2:7][N:8]1[CH2:13][CH2:12][O:11][CH2:10][CH2:9]1. The yield is 0.390. (7) The reactants are Cl[C:2]1[CH:12]=[CH:11][C:5]([C:6]([O:8]CC)=[O:7])=[CH:4][N:3]=1.[S:13]1[CH:17]=[CH:16][N:15]=[C:14]1[CH2:18][OH:19]. No catalyst specified. The product is [S:13]1[CH:17]=[CH:16][N:15]=[C:14]1[CH2:18][O:19][C:2]1[CH:12]=[CH:11][C:5]([C:6]([OH:8])=[O:7])=[CH:4][N:3]=1. The yield is 0.210. (8) The reactants are [CH3:1][C:2]1([CH3:35])[C:6](=[O:7])[N:5]([C:8]2[CH:15]=[CH:14][C:11]([C:12]#[N:13])=[C:10]([C:16]([F:19])([F:18])[F:17])[CH:9]=2)[C:4](=[O:20])[N:3]1[CH2:21][C:22]1[CH:27]=[CH:26][CH:25]=[CH:24][C:23]=1[NH:28][C:29]1[CH:34]=[CH:33][CH:32]=[CH:31][CH:30]=1.[C:36]([BH3-])#N.[Na+].C=O.C(O)(=O)C. The catalyst is C(#N)C. The product is [CH3:1][C:2]1([CH3:35])[C:6](=[O:7])[N:5]([C:8]2[CH:15]=[CH:14][C:11]([C:12]#[N:13])=[C:10]([C:16]([F:19])([F:17])[F:18])[CH:9]=2)[C:4](=[O:20])[N:3]1[CH2:21][C:22]1[CH:27]=[CH:26][CH:25]=[CH:24][C:23]=1[N:28]([CH3:36])[C:29]1[CH:34]=[CH:33][CH:32]=[CH:31][CH:30]=1. The yield is 0.600. (9) The product is [CH:25]1([O:16][C:15](=[O:17])[C@@H:2]([NH:1][C:18]([O:20][C:21]([CH3:24])([CH3:23])[CH3:22])=[O:19])[CH2:3][CH2:4][C:5]([O:6][CH2:7][C:8]2[CH:13]=[CH:12][CH:11]=[CH:10][CH:9]=2)=[O:14])[CH2:29][CH2:28][CH2:27][CH2:26]1. The catalyst is ClCCl.CN(C1C=CN=CC=1)C. The reactants are [NH:1]([C:18]([O:20][C:21]([CH3:24])([CH3:23])[CH3:22])=[O:19])[C@H:2]([C:15]([OH:17])=[O:16])[CH2:3][CH2:4][C:5](=[O:14])[O:6][CH2:7][C:8]1[CH:13]=[CH:12][CH:11]=[CH:10][CH:9]=1.[CH:25]1(O)[CH2:29][CH2:28][CH2:27][CH2:26]1.C(Cl)CCl. The yield is 0.690. (10) The yield is 0.830. The catalyst is Cl.C(O)(C)C. The product is [CH:17]1([N:7]2[CH2:8][C:9]([CH2:15][CH3:16])([F:14])[C:10](=[O:13])[N:11]([CH3:12])[C:5]3[CH:4]=[N:3][C:2]([NH:23][C:24]4[CH:32]=[CH:31][C:27]([C:28]([OH:30])=[O:29])=[CH:26][C:25]=4[O:33][CH3:34])=[N:22][C:6]2=3)[CH2:21][CH2:20][CH2:19][CH2:18]1. The reactants are Cl[C:2]1[N:3]=[CH:4][C:5]2[N:11]([CH3:12])[C:10](=[O:13])[C:9]([CH2:15][CH3:16])([F:14])[CH2:8][N:7]([CH:17]3[CH2:21][CH2:20][CH2:19][CH2:18]3)[C:6]=2[N:22]=1.[NH2:23][C:24]1[CH:32]=[CH:31][C:27]([C:28]([OH:30])=[O:29])=[CH:26][C:25]=1[O:33][CH3:34].